From a dataset of Reaction yield outcomes from USPTO patents with 853,638 reactions. Predict the reaction yield, written as a fraction of the theoretical maximum amount of product (1.0 means a 100% yield; for example, 0.34 means a 34% yield). The reactants are [CH2:1]([O:3][C:4]([C:6]1[CH:7]=[C:8]2[C:12](=[CH:13][CH:14]=1)[NH:11][C:10]([C:15]([O:17]CC1C=CC=CC=1)=[O:16])=[CH:9]2)=[O:5])[CH3:2]. The catalyst is C1COCC1.[Pd]. The product is [CH2:1]([O:3][C:4]([C:6]1[CH:7]=[C:8]2[C:12](=[CH:13][CH:14]=1)[NH:11][C:10]([C:15]([OH:17])=[O:16])=[CH:9]2)=[O:5])[CH3:2]. The yield is 0.690.